This data is from Full USPTO retrosynthesis dataset with 1.9M reactions from patents (1976-2016). The task is: Predict the reactants needed to synthesize the given product. (1) Given the product [CH3:18][N:8]([C:6]1[CH:5]=[CH:4][N:3]=[C:2]([NH:26][C:24]2[CH:23]=[N:22][N:21]([CH3:20])[CH:25]=2)[N:7]=1)[CH:9]1[CH:13]2[O:14][CH2:15][CH:16]([OH:17])[CH:12]2[O:11][CH2:10]1, predict the reactants needed to synthesize it. The reactants are: Cl[C:2]1[N:7]=[C:6]([N:8]([CH3:18])[CH:9]2[CH:13]3[O:14][CH2:15][CH:16]([OH:17])[CH:12]3[O:11][CH2:10]2)[CH:5]=[CH:4][N:3]=1.Cl.[CH3:20][N:21]1[CH:25]=[C:24]([NH2:26])[CH:23]=[N:22]1.C(N(C(C)C)C(C)C)C. (2) The reactants are: [CH2:1]([O:3][C:4](=[O:26])[CH2:5][C:6]1[CH:11]=[CH:10][C:9]([O:12][CH3:13])=[C:8]([O:14][C:15]2[CH:20]=[CH:19][C:18]([N+:21]([O-:23])=[O:22])=[CH:17][C:16]=2[CH:24]=[O:25])[CH:7]=1)[CH3:2].[BH4-].[Na+]. Given the product [CH2:1]([O:3][C:4](=[O:26])[CH2:5][C:6]1[CH:11]=[CH:10][C:9]([O:12][CH3:13])=[C:8]([O:14][C:15]2[CH:20]=[CH:19][C:18]([N+:21]([O-:23])=[O:22])=[CH:17][C:16]=2[CH2:24][OH:25])[CH:7]=1)[CH3:2], predict the reactants needed to synthesize it. (3) Given the product [Cl:1][C:2]1[CH:3]=[CH:4][C:5]2[N+:10]([O-:11])=[N:9][C:8](=[O:12])[N:7]([CH2:13][CH:14]=[O:18])[C:6]=2[CH:16]=1, predict the reactants needed to synthesize it. The reactants are: [Cl:1][C:2]1[CH:3]=[CH:4][C:5]2[N+:10]([O-:11])=[N:9][C:8](=[O:12])[N:7]([CH2:13][CH:14]=C)[C:6]=2[CH:16]=1.I([O-])(=O)(=O)=[O:18].[Na+]. (4) The reactants are: [OH:1][C:2]1[CH:7]=[CH:6][C:5](/[CH:8]=[CH:9]/[C:10]2[CH:18]=[CH:17][CH:16]=[C:15]3[C:11]=2[C:12](=O)[C:13](=[O:19])[NH:14]3)=[CH:4][CH:3]=1.[CH:21]1[C:26]([NH:27][NH2:28])=[CH:25][CH:24]=[C:23]([S:29]([NH2:32])(=[O:31])=[O:30])[CH:22]=1.Cl. Given the product [OH:1][C:2]1[CH:7]=[CH:6][C:5]([CH:8]=[CH:9][C:10]2[CH:18]=[CH:17][CH:16]=[C:15]3[C:11]=2[C:12](=[N:28][NH:27][C:26]2[CH:25]=[CH:24][C:23]([S:29]([NH2:32])(=[O:30])=[O:31])=[CH:22][CH:21]=2)[C:13](=[O:19])[NH:14]3)=[CH:4][CH:3]=1, predict the reactants needed to synthesize it. (5) Given the product [CH2:1]([NH:8][C:9]1[C:18]2[C:13](=[CH:14][CH:15]=[C:16]([CH2:19][NH:20][C:27](=[O:28])[C:26]3[CH:30]=[CH:31][C:23]([OH:22])=[CH:24][CH:25]=3)[CH:17]=2)[N:12]=[CH:11][N:10]=1)[C:2]1[CH:3]=[CH:4][CH:5]=[CH:6][CH:7]=1, predict the reactants needed to synthesize it. The reactants are: [CH2:1]([NH:8][C:9]1[C:18]2[C:13](=[CH:14][CH:15]=[C:16]([C:19]#[N:20])[CH:17]=2)[N:12]=[CH:11][N:10]=1)[C:2]1[CH:7]=[CH:6][CH:5]=[CH:4][CH:3]=1.N.[OH:22][C:23]1[CH:31]=[CH:30][C:26]([C:27](O)=[O:28])=[CH:25][CH:24]=1.C1C=CC2N(O)N=NC=2C=1.O.CCN=C=NCCCN(C)C. (6) Given the product [OH:8][CH2:9][C@@H:10]([NH:18][C:19]1[C:20]2[CH2:28][N:27]([C:29]3[CH:36]=[CH:35][C:34]([CH3:37])=[CH:33][C:30]=3[C:31]#[N:32])[CH2:26][CH2:25][C:21]=2[N:22]=[CH:23][N:24]=1)[C:11]1[CH:16]=[N:15][C:14]([CH3:17])=[N:13][CH:12]=1, predict the reactants needed to synthesize it. The reactants are: [Si]([O:8][CH2:9][C@@H:10]([NH:18][C:19]1[C:20]2[CH2:28][N:27]([C:29]3[CH:36]=[CH:35][C:34]([CH3:37])=[CH:33][C:30]=3[C:31]#[N:32])[CH2:26][CH2:25][C:21]=2[N:22]=[CH:23][N:24]=1)[C:11]1[CH:12]=[N:13][C:14]([CH3:17])=[N:15][CH:16]=1)(C(C)(C)C)(C)C.CCCC[N+](CCCC)(CCCC)CCCC.[F-].O.CCOC(C)=O. (7) Given the product [Br:34][C:35]1[CH:43]=[CH:42][C:38]([C:39]([N:25]([CH2:26][C:27]2[CH:32]=[CH:31][CH:30]=[CH:29][C:28]=2[OH:33])[CH:22]([CH3:24])[CH3:23])=[O:40])=[CH:37][CH:36]=1, predict the reactants needed to synthesize it. The reactants are: CCN=C=NCCCN(C)C.Cl.CCN(C(C)C)C(C)C.[CH:22]([NH:25][CH2:26][C:27]1[CH:32]=[CH:31][CH:30]=[CH:29][C:28]=1[OH:33])([CH3:24])[CH3:23].[Br:34][C:35]1[CH:43]=[CH:42][C:38]([C:39](O)=[O:40])=[CH:37][CH:36]=1.C1C=CC2N(O)N=NC=2C=1. (8) Given the product [Cl:12][C:13]1[CH:22]=[C:21]([N:23]([CH2:2][CH:3]([CH3:5])[CH3:4])[S:24]([CH3:27])(=[O:26])=[O:25])[CH:20]=[CH:19][C:14]=1[C:15]([O:17][CH3:18])=[O:16], predict the reactants needed to synthesize it. The reactants are: I[CH2:2][CH:3]([CH3:5])[CH3:4].C(=O)([O-])[O-].[Cs+].[Cs+].[Cl:12][C:13]1[CH:22]=[C:21]([NH:23][S:24]([CH3:27])(=[O:26])=[O:25])[CH:20]=[CH:19][C:14]=1[C:15]([O:17][CH3:18])=[O:16]. (9) Given the product [CH3:13][N:14]1[C:18](=[O:19])[CH:17]([CH3:20])[N:16]([C:2]2[CH:11]=[CH:10][C:5]([C:6]([O:8][CH3:9])=[O:7])=[C:4]([CH3:12])[N:3]=2)[C:15]1=[O:21], predict the reactants needed to synthesize it. The reactants are: Br[C:2]1[CH:11]=[CH:10][C:5]([C:6]([O:8][CH3:9])=[O:7])=[C:4]([CH3:12])[N:3]=1.[CH3:13][N:14]1[C:18](=[O:19])[CH:17]([CH3:20])[NH:16][C:15]1=[O:21]. (10) Given the product [O:49]=[C:48]([N:50]1[CH2:51][CH2:52][N:53]([C:56](=[O:67])[C:57]2[CH:62]=[CH:61][CH:60]=[CH:59][C:58]=2[C:63]([F:66])([F:65])[F:64])[CH2:54][CH2:55]1)[CH2:47][NH:46][C:22]([C:19]1[CH:18]=[C:17]([C:12]2[CH:13]=[CH:14][CH:15]=[CH:16][C:11]=2[F:10])[NH:21][N:20]=1)=[O:24], predict the reactants needed to synthesize it. The reactants are: CCN(C(C)C)C(C)C.[F:10][C:11]1[CH:16]=[CH:15][CH:14]=[CH:13][C:12]=1[C:17]1[NH:21][N:20]=[C:19]([C:22]([OH:24])=O)[CH:18]=1.C1C=CC2N(O)N=NC=2C=1.CCN=C=NCCCN(C)C.[NH2:46][CH2:47][C:48]([N:50]1[CH2:55][CH2:54][N:53]([C:56](=[O:67])[C:57]2[CH:62]=[CH:61][CH:60]=[CH:59][C:58]=2[C:63]([F:66])([F:65])[F:64])[CH2:52][CH2:51]1)=[O:49].